From a dataset of Forward reaction prediction with 1.9M reactions from USPTO patents (1976-2016). Predict the product of the given reaction. (1) The product is: [CH2:21]([C:23]1[N:28]=[C:27]2[N:29]([C:32]3[CH:37]=[CH:36][C:35]([F:38])=[CH:34][CH:33]=3)[N:30]=[CH:31][C:26]2=[C:25]([NH:39][CH2:12][C:10]([OH:11])([CH2:9][C:8]([C:6]2[CH:7]=[C:2]([F:1])[CH:3]=[CH:4][C:5]=2[O:19][CH3:20])([CH3:18])[CH3:17])[C:13]([F:16])([F:15])[F:14])[N:24]=1)[CH3:22]. Given the reactants [F:1][C:2]1[CH:3]=[CH:4][C:5]([O:19][CH3:20])=[C:6]([C:8]([CH3:18])([CH3:17])[CH2:9][C:10]2([C:13]([F:16])([F:15])[F:14])[CH2:12][O:11]2)[CH:7]=1.[CH2:21]([C:23]1[N:28]=[C:27]2[N:29]([C:32]3[CH:37]=[CH:36][C:35]([F:38])=[CH:34][CH:33]=3)[N:30]=[CH:31][C:26]2=[C:25]([NH2:39])[N:24]=1)[CH3:22], predict the reaction product. (2) The product is: [OH:16][C:2]1[CH:11]=[C:10]2[C:5]([CH:6]=[CH:7][C:8]([S:12]([NH2:15])(=[O:14])=[O:13])=[CH:9]2)=[CH:4][CH:3]=1. Given the reactants I[C:2]1[CH:11]=[C:10]2[C:5]([CH:6]=[CH:7][C:8]([S:12]([NH2:15])(=[O:14])=[O:13])=[CH:9]2)=[CH:4][CH:3]=1.[O-:16]C1C=C2C(C=CC(S([O-])(=O)=O)=C2)=CC=1.[Na+].[Na+], predict the reaction product. (3) Given the reactants C([O:3][C:4](=[O:20])[C:5]([NH:7][C:8]1[C:13]([C:14]([F:17])([F:16])[F:15])=[CH:12][C:11](Br)=[CH:10][C:9]=1[NH2:19])=O)C.[O:21]1[CH:25]=[CH:24][C:23](B(O)O)=[CH:22]1.O1CCOCC1, predict the reaction product. The product is: [O:21]1[CH:25]=[CH:24][C:23]([C:11]2[CH:12]=[C:13]([C:14]([F:15])([F:16])[F:17])[C:8]3[NH:7][C:5]([C:4]([OH:3])=[O:20])=[N:19][C:9]=3[CH:10]=2)=[CH:22]1.